Dataset: Caco-2 cell permeability data measuring drug intestinal absorption for ~900 compounds. Task: Regression/Classification. Given a drug SMILES string, predict its absorption, distribution, metabolism, or excretion properties. Task type varies by dataset: regression for continuous measurements (e.g., permeability, clearance, half-life) or binary classification for categorical outcomes (e.g., BBB penetration, CYP inhibition). For this dataset (caco2_wang), we predict Y. (1) The molecule is CC(=O)NCC1CN(S(=O)(=O)c2ccc(C)cc2)C(=O)O1. The Y is -4.72 log Papp (cm/s). (2) The drug is CN(C)C(=O)NS(=O)(=O)n1c(N)nc2ccc(C(C(N)=O)c3cccc(F)c3)cc21. The Y is -4.17 log Papp (cm/s). (3) The compound is CNC(=O)[C@@H](Cc1ccccc1)NC(=O)[C@@H](CC1CCCCC1)NC(C)=O. The Y is -5.14 log Papp (cm/s). (4) The compound is NC(=O)n1c(O)c(C(=O)c2cccs2)c2cc(Cl)ccc21. The Y is -4.31 log Papp (cm/s). (5) The compound is O=C1NCC2(CCCNC2)c2[nH]c(-c3ccnc(-c4ccc5c(c4)OCO5)n3)cc21. The Y is -5.47 log Papp (cm/s). (6) The molecule is CC[C@H]1[C@@H]2C[C@@H]3[C@@H]4N(C)c5ccccc5[C@]45C[C@@H](C2[C@@H]5O)N3[C@@H]1O. The Y is -4.94 log Papp (cm/s). (7) The drug is C=CCc1cc(OC)c(OC(C)C(OC(C)=O)c2ccc(OC)c(OC)c2)c(OC)c1. The Y is -4.59 log Papp (cm/s).